Predict the reaction yield, written as a fraction of the theoretical maximum amount of product (1.0 means a 100% yield; for example, 0.34 means a 34% yield). From a dataset of Reaction yield outcomes from USPTO patents with 853,638 reactions. (1) The yield is 0.490. The catalyst is C(Cl)Cl. The product is [CH3:59][C@@H:37]1[C@:36]2([O:60][CH2:61][CH:33]([CH3:32])[CH2:34][CH2:35]2)[O:40][C@H:39]2[CH2:41][C@H:42]3[C@@H:47]4[CH2:48][CH2:49][C@@H:50]5[CH2:55][C@@H:54]([O:56][C@@H:12]6[O:17][C@H:18]([CH2:21][OH:22])[C@H:19]([OH:20])[C@H:10]([OH:9])[C@H:11]6[OH:31])[CH2:53][CH2:52][C@:51]5([CH3:57])[C@H:46]4[CH2:45][CH2:44][C@:43]3([CH3:58])[C@@H:38]12. The reactants are C([O:9][C@H:10]1[C@@H:19]([OH:20])[C@@H:18]([CH2:21][O:22]C(=O)C2C=CC=CC=2)[O:17][C@@H:12](SC(C)C)[C@@H:11]1[OH:31])(=O)C1C=CC=CC=1.[CH3:32][C@@H:33]1[CH2:61][O:60][C@@:36]2([O:40][C@H:39]3[CH2:41][C@H:42]4[C@@H:47]5[CH2:48][CH2:49][C@@H:50]6[CH2:55][C@@H:54]([OH:56])[CH2:53][CH2:52][C@:51]6([CH3:57])[C@H:46]5[CH2:45][CH2:44][C@:43]4([CH3:58])[C@H:38]3[C@@H:37]2[CH3:59])[CH2:35][CH2:34]1.C1C(=O)N(I)C(=O)C1.[Si](OS(C(F)(F)F)(=O)=O)(C(C)C)(C(C)C)C(C)C. (2) The reactants are [CH3:1][N:2]1[CH:6]=[C:5]([C:7]2[C:12]3[C:13](=[O:16])[NH:14][CH2:15][C:11]=3[CH:10]=[C:9]([NH:17][C@@H:18]3[CH2:23][CH2:22][CH2:21][CH2:20][C@@H:19]3[NH:24][C:25](=[O:31])[O:26][C:27]([CH3:30])([CH3:29])[CH3:28])[N:8]=2)[CH:4]=[N:3]1.[B-](F)(F)(F)[F:33].[B-](F)(F)(F)F.C1[N+]2(CCl)CC[N+](F)(CC2)C1.CO.O. The catalyst is C(Cl)Cl. The product is [F:33][C:10]1[C:11]2[CH2:15][NH:14][C:13](=[O:16])[C:12]=2[C:7]([C:5]2[CH:4]=[N:3][N:2]([CH3:1])[CH:6]=2)=[N:8][C:9]=1[NH:17][C@@H:18]1[CH2:23][CH2:22][CH2:21][CH2:20][C@@H:19]1[NH:24][C:25](=[O:31])[O:26][C:27]([CH3:28])([CH3:30])[CH3:29]. The yield is 0.0960. (3) The product is [CH2:19]([C:15]1[CH:14]=[C:13]2[C:18](=[CH:17][CH:16]=1)[NH:10][CH2:11][CH2:12]2)[CH3:20]. The reactants are C1(S([N:10]2[C:18]3[C:13](=[CH:14][C:15]([CH2:19][CH3:20])=[CH:16][CH:17]=3)[CH2:12][CH2:11]2)(=O)=O)C=CC=CC=1.[OH-].[Na+]. The catalyst is Br. The yield is 0.320. (4) The reactants are [C:1]([CH2:3]P(=O)(OCC)OCC)#[N:2].[H-].[Na+].[Cl:14][C:15]1[CH:16]=[C:17]2[C:21](=[CH:22][CH:23]=1)[N:20]([C:24]1[N:28]([CH3:29])[N:27]=[C:26]([CH3:30])[C:25]=1[CH:31]=O)[CH:19]=[CH:18]2.O. The catalyst is O1CCCC1. The product is [Cl:14][C:15]1[CH:16]=[C:17]2[C:21](=[CH:22][CH:23]=1)[N:20]([C:24]1[N:28]([CH3:29])[N:27]=[C:26]([CH3:30])[C:25]=1/[CH:31]=[CH:3]/[C:1]#[N:2])[CH:19]=[CH:18]2. The yield is 0.920.